Dataset: Forward reaction prediction with 1.9M reactions from USPTO patents (1976-2016). Task: Predict the product of the given reaction. (1) Given the reactants [CH3:1][O:2][C:3]1[N:8]=[CH:7][C:6](N)=[CH:5][C:4]=1[CH3:10].[N+]([O-])(O)=O.[OH-].[Na+], predict the reaction product. The product is: [CH3:1][O:2][C:3]1[C:4]([CH3:10])=[CH:5][CH:6]=[CH:7][N:8]=1. (2) Given the reactants [F:1][C:2]1[C:7]([C:8]2[CH:9]=[C:10]([CH2:21][N:22](C)[C:23](=O)OC(C)(C)C)[S:11][C:12]=2[S:13]([C:16]2[CH:20]=[CH:19][S:18][CH:17]=2)(=[O:15])=[O:14])=[CH:6][CH:5]=[CH:4][N:3]=1.C(OCC)(=O)C.[ClH:37], predict the reaction product. The product is: [ClH:37].[F:1][C:2]1[C:7]([C:8]2[CH:9]=[C:10]([CH2:21][NH:22][CH3:23])[S:11][C:12]=2[S:13]([C:16]2[CH:20]=[CH:19][S:18][CH:17]=2)(=[O:14])=[O:15])=[CH:6][CH:5]=[CH:4][N:3]=1.